Dataset: Catalyst prediction with 721,799 reactions and 888 catalyst types from USPTO. Task: Predict which catalyst facilitates the given reaction. (1) Reactant: [F:1][C:2]([F:12])([F:11])[C:3](=[O:10])[CH2:4][C:5]([O:7][CH2:8][CH3:9])=[O:6].[Na].FC(F)(F)C(=O)CC(OCC)=O.[H-].[Na+].[S:28](O[S:28]([C:31]([F:34])([F:33])[F:32])(=[O:30])=[O:29])([C:31]([F:34])([F:33])[F:32])(=[O:30])=[O:29]. Product: [F:1][C:2]([F:11])([F:12])/[C:3](/[O:10][S:28]([C:31]([F:34])([F:33])[F:32])(=[O:30])=[O:29])=[CH:4]/[C:5]([O:7][CH2:8][CH3:9])=[O:6]. The catalyst class is: 27. (2) Product: [ClH:43].[F:1][C:2]1[CH:38]=[C:37]([O:39][CH3:40])[C:36]([O:41][CH3:42])=[CH:35][C:3]=1[CH2:4][N:5]1[C:10]2[CH:11]=[C:12]([C:14]3[CH:15]=[CH:16][CH:17]=[CH:18][CH:19]=3)[S:13][C:9]=2[C:8](=[O:20])[N:7]([CH:21]2[CH2:26][CH2:25][NH:24][CH2:23][CH2:22]2)[C:6]1=[O:34]. The catalyst class is: 12. Reactant: [F:1][C:2]1[CH:38]=[C:37]([O:39][CH3:40])[C:36]([O:41][CH3:42])=[CH:35][C:3]=1[CH2:4][N:5]1[C:10]2[CH:11]=[C:12]([C:14]3[CH:19]=[CH:18][CH:17]=[CH:16][CH:15]=3)[S:13][C:9]=2[C:8](=[O:20])[N:7]([CH:21]2[CH2:26][CH2:25][N:24](C(OC(C)(C)C)=O)[CH2:23][CH2:22]2)[C:6]1=[O:34].[ClH:43]. (3) Reactant: [F:1][C:2]1[C:13]([O:14][CH3:15])=[CH:12][CH:11]=[CH:10][C:3]=1[C:4](N(OC)C)=[O:5]. Product: [F:1][C:2]1[C:13]([O:14][CH3:15])=[CH:12][CH:11]=[CH:10][C:3]=1[CH:4]=[O:5]. The catalyst class is: 182. (4) Product: [CH3:1][C:2]1[N:11]=[C:10]([NH:12][C:13]2[CH:14]=[N:15][CH:16]=[CH:17][CH:18]=2)[C:9]2[CH2:8][CH2:7][C@H:6]3[C@H:19]([CH3:26])[C:20](=[O:25])[C:21]([C:23]#[N:24])=[CH:22][C@:5]3([C:27]3[CH:28]=[CH:29][CH:30]=[CH:31][CH:32]=3)[C:4]=2[N:3]=1. The catalyst class is: 12. Reactant: [CH3:1][C:2]1[N:11]=[C:10]([NH:12][C:13]2[CH:14]=[N:15][CH:16]=[CH:17][CH:18]=2)[C:9]2[CH2:8][CH2:7][C@H:6]3[C@H:19]([CH3:26])[C:20](=[O:25])[CH:21]([C:23]#[N:24])[CH2:22][C@:5]3([C:27]3[CH:32]=[CH:31][CH:30]=[CH:29][CH:28]=3)[C:4]=2[N:3]=1.ClC1C(=O)C(C#N)=C(C#N)C(=O)C=1Cl. (5) Reactant: C(OC(=O)[NH:7][C@@H:8]([CH2:26][C:27]1[CH:32]=[C:31]([F:33])[CH:30]=[C:29]([F:34])[CH:28]=1)[C@H:9]([OH:25])[CH2:10][NH:11][C@@H:12]1[C:21]2[C:16](=[C:17]([Br:24])[CH:18]=[C:19]([CH2:22][CH3:23])[CH:20]=2)[CH2:15][CH2:14][CH2:13]1)(C)(C)C.FC(F)(F)C(O)=O. Product: [NH2:7][C@@H:8]([CH2:26][C:27]1[CH:28]=[C:29]([F:34])[CH:30]=[C:31]([F:33])[CH:32]=1)[C@H:9]([OH:25])[CH2:10][NH:11][C@@H:12]1[C:21]2[C:16](=[C:17]([Br:24])[CH:18]=[C:19]([CH2:22][CH3:23])[CH:20]=2)[CH2:15][CH2:14][CH2:13]1. The catalyst class is: 2. (6) Reactant: [NH2:1][C:2]1[CH:3]=[C:4]([CH:21]=[CH:22][CH:23]=1)[O:5][C:6]1[CH:7]=[CH:8][C:9]2[N:10]([CH:12]=[C:13]([NH:15][C:16]([CH:18]3[CH2:20][CH2:19]3)=[O:17])[N:14]=2)[N:11]=1.[C:24]([C:26]1([C:29]2[CH:30]=[C:31]([CH:35]=[CH:36][CH:37]=2)[C:32](O)=[O:33])[CH2:28][CH2:27]1)#[N:25].Cl.CN(C)CCCN=C=NCC.ON1C2C=CC=CC=2N=N1. Product: [C:24]([C:26]1([C:29]2[CH:30]=[C:31]([CH:35]=[CH:36][CH:37]=2)[C:32]([NH:1][C:2]2[CH:23]=[CH:22][CH:21]=[C:4]([O:5][C:6]3[CH:7]=[CH:8][C:9]4[N:10]([CH:12]=[C:13]([NH:15][C:16]([CH:18]5[CH2:20][CH2:19]5)=[O:17])[N:14]=4)[N:11]=3)[CH:3]=2)=[O:33])[CH2:27][CH2:28]1)#[N:25]. The catalyst class is: 9. (7) Reactant: [CH3:1][C:2]1([CH3:20])[C:11]2[C:6](=[CH:7][CH:8]=[C:9]([CH3:12])[CH:10]=2)[NH:5][CH:4]([C:13]2[CH:14]=[C:15]([NH2:19])[CH:16]=[CH:17][CH:18]=2)[CH2:3]1.N1C=CC=CC=1.[CH2:27]([S:29](Cl)(=[O:31])=[O:30])[CH3:28]. Product: [CH3:1][C:2]1([CH3:20])[C:11]2[C:6](=[CH:7][CH:8]=[C:9]([CH3:12])[CH:10]=2)[NH:5][CH:4]([C:13]2[CH:14]=[C:15]([NH:19][S:29]([CH2:27][CH3:28])(=[O:31])=[O:30])[CH:16]=[CH:17][CH:18]=2)[CH2:3]1. The catalyst class is: 4.